Task: Predict the reaction yield, written as a fraction of the theoretical maximum amount of product (1.0 means a 100% yield; for example, 0.34 means a 34% yield).. Dataset: Reaction yield outcomes from USPTO patents with 853,638 reactions (1) The reactants are [CH3:1][C:2](O)([CH3:14])[CH:3]=[C:4]1[CH2:9][C:8]([CH3:11])([CH3:10])[CH2:7][C:6]([CH3:13])([CH3:12])[CH2:5]1.[Si]([N:20]=[N+:21]=[N-:22])(C)(C)C. The catalyst is C1C=CC=CC=1. The product is [N:20]([C:2]([CH3:14])([CH3:1])[CH:3]=[C:4]1[CH2:9][C:8]([CH3:11])([CH3:10])[CH2:7][C:6]([CH3:13])([CH3:12])[CH2:5]1)=[N+:21]=[N-:22]. The yield is 0.640. (2) The reactants are Cl[C:2]1[N:7]=[C:6]([C:8]#[N:9])[C:5]([N+:10]([O-:12])=[O:11])=[CH:4][CH:3]=1.[CH3:13][O:14][C:15]1[CH:16]=[C:17](B(O)O)[CH:18]=[CH:19][C:20]=1[O:21][CH3:22].C(=O)([O-])[O-].[K+].[K+]. The catalyst is C1(C)C=CC=CC=1.C1C=CC([P]([Pd]([P](C2C=CC=CC=2)(C2C=CC=CC=2)C2C=CC=CC=2)([P](C2C=CC=CC=2)(C2C=CC=CC=2)C2C=CC=CC=2)[P](C2C=CC=CC=2)(C2C=CC=CC=2)C2C=CC=CC=2)(C2C=CC=CC=2)C2C=CC=CC=2)=CC=1. The product is [CH3:13][O:14][C:15]1[CH:16]=[C:17]([C:2]2[N:7]=[C:6]([C:8]#[N:9])[C:5]([N+:10]([O-:12])=[O:11])=[CH:4][CH:3]=2)[CH:18]=[CH:19][C:20]=1[O:21][CH3:22]. The yield is 0.790. (3) The reactants are Br[C:2]1[CH:3]=[CH:4][C:5]([O:8][CH2:9][CH2:10][N:11]2[CH2:15][CH2:14][CH2:13][CH2:12]2)=[N:6][CH:7]=1.[Li]CCCC.[CH3:21][O:22][C:23]1[CH:24]=[C:25]2[C:30](=[CH:31][CH:32]=1)[C:29](=[O:33])[CH2:28][CH2:27][CH2:26]2.C([O-])(O)=O.[Na+]. The catalyst is C1COCC1. The product is [CH3:21][O:22][C:23]1[CH:24]=[C:25]2[C:30](=[CH:31][CH:32]=1)[C:29]([C:2]1[CH:7]=[N:6][C:5]([O:8][CH2:9][CH2:10][N:11]3[CH2:15][CH2:14][CH2:13][CH2:12]3)=[CH:4][CH:3]=1)([OH:33])[CH2:28][CH2:27][CH2:26]2. The yield is 0.440.